Task: Regression/Classification. Given an antibody's heavy chain and light chain sequences, predict its developability. TAP uses regression for 5 developability metrics; SAbDab uses binary classification.. Dataset: Antibody developability classification from SAbDab with 2,409 antibodies The antibody is ['EVQLVESGGGVVQPGRSLRLSCGVSGFTFSNYAIHWVRQAPGKRLEWVALISYDGKKQYYLDSVKGRFTISRDNSKDMVYLQMNSLKAEDTAIYYCARDRARSTGYFGGIYYYYYGMDVWGQGTTVTVSG', 'DIQMTQSPSSLSASVGDRVTITCQASQDIDNYLNWYQQKPGKAPKLLIYDASNLETGVPSRFSGSGSGTSFTLTISSLQPEDIGTYYCQKYGSVPFPFGQGTKLEIK']. Result: 0 (not developable).